Dataset: Full USPTO retrosynthesis dataset with 1.9M reactions from patents (1976-2016). Task: Predict the reactants needed to synthesize the given product. (1) Given the product [NH2:1][C:4]1[CH:5]=[C:6]([CH:24]=[CH:25][CH:26]=1)[CH2:7][O:8][C:9]1[CH:14]=[CH:13][C:12]([C@H:15]2[N:23]3[C@@H:18]([CH2:19][CH2:20][CH2:21][CH2:22]3)[CH2:17][CH2:16]2)=[CH:11][CH:10]=1, predict the reactants needed to synthesize it. The reactants are: [N+:1]([C:4]1[CH:5]=[C:6]([CH:24]=[CH:25][CH:26]=1)[CH2:7][O:8][C:9]1[CH:14]=[CH:13][C:12]([C@H:15]2[N:23]3[C@@H:18]([CH2:19][CH2:20][CH2:21][CH2:22]3)[CH2:17][CH2:16]2)=[CH:11][CH:10]=1)([O-])=O.O.O.[Sn](Cl)Cl. (2) The reactants are: [Cl:1][C:2]1[CH:3]=[C:4]([C@H:9]([CH2:28][CH2:29][OH:30])[CH2:10][NH:11][C:12]([C:14]2[C:23]3[C:18](=[CH:19][CH:20]=[CH:21][CH:22]=3)[CH:17]=[C:16]([C:24]#[N:25])[C:15]=2[CH2:26][CH3:27])=[O:13])[CH:5]=[CH:6][C:7]=1[Cl:8].CC(C)=[O:33].OS(O)(=O)=O.O=[Cr](=O)=O.C(O)(C)C.O. Given the product [Cl:1][C:2]1[CH:3]=[C:4]([C@H:9]([CH2:28][C:29]([OH:33])=[O:30])[CH2:10][NH:11][C:12]([C:14]2[C:23]3[C:18](=[CH:19][CH:20]=[CH:21][CH:22]=3)[CH:17]=[C:16]([C:24]#[N:25])[C:15]=2[CH2:26][CH3:27])=[O:13])[CH:5]=[CH:6][C:7]=1[Cl:8], predict the reactants needed to synthesize it. (3) Given the product [F:21][C:20]([F:22])([F:23])[C:18]1[CH:19]=[C:14]([NH:13][C:11](=[O:12])[C:10]2[CH:28]=[C:6]([C:1](=[O:5])[CH:2]([CH3:3])[CH3:4])[CH:7]=[CH:8][C:9]=2[OH:29])[CH:15]=[C:16]([C:24]([F:26])([F:27])[F:25])[CH:17]=1, predict the reactants needed to synthesize it. The reactants are: [C:1]([C:6]1[CH:7]=[CH:8][C:9]([O:29]C)=[C:10]([CH:28]=1)[C:11]([NH:13][C:14]1[CH:19]=[C:18]([C:20]([F:23])([F:22])[F:21])[CH:17]=[C:16]([C:24]([F:27])([F:26])[F:25])[CH:15]=1)=[O:12])(=[O:5])[CH:2]([CH3:4])[CH3:3].N1C(C)=CC(C)=CC=1C.[I-].[Li+].Cl. (4) Given the product [Br:1][C:2]1[CH:7]=[CH:6][CH:5]=[CH:4][C:3]=1[S:8]([NH:13][CH3:12])(=[O:10])=[O:9], predict the reactants needed to synthesize it. The reactants are: [Br:1][C:2]1[CH:7]=[CH:6][CH:5]=[CH:4][C:3]=1[S:8](Cl)(=[O:10])=[O:9].[CH3:12][NH2:13].O. (5) Given the product [Cl:1][C:2]1[CH:3]=[C:4]([CH:32]=[C:33]([C:36]([F:39])([F:37])[F:38])[C:34]=1[OH:35])[CH2:5][C@@H:6]([CH2:11][C:12](=[O:31])[N:13]1[CH2:14][CH2:15][CH:16]([N:19]2[CH2:25][CH2:24][C:23]3[CH:26]=[CH:27][CH:28]=[CH:29][C:22]=3[NH:21][C:20]2=[O:30])[CH2:17][CH2:18]1)[C:7]([OH:9])=[O:8], predict the reactants needed to synthesize it. The reactants are: [Cl:1][C:2]1[CH:3]=[C:4]([CH:32]=[C:33]([C:36]([F:39])([F:38])[F:37])[C:34]=1[OH:35])[CH2:5][C@@H:6]([CH2:11][C:12](=[O:31])[N:13]1[CH2:18][CH2:17][CH:16]([N:19]2[CH2:25][CH2:24][C:23]3[CH:26]=[CH:27][CH:28]=[CH:29][C:22]=3[NH:21][C:20]2=[O:30])[CH2:15][CH2:14]1)[C:7]([O:9]C)=[O:8].[OH-].[Li+]. (6) Given the product [Cl:11][C:8]1[CH:9]=[CH:10][C:4]([N+:1]([O-:3])=[O:2])=[C:5]([NH:6][C:12](=[O:17])[C:13]([CH3:16])([CH3:15])[CH3:14])[CH:7]=1, predict the reactants needed to synthesize it. The reactants are: [N+:1]([C:4]1[CH:10]=[CH:9][C:8]([Cl:11])=[CH:7][C:5]=1[NH2:6])([O-:3])=[O:2].[C:12](Cl)(=[O:17])[C:13]([CH3:16])([CH3:15])[CH3:14].C(N(CC)C(C)C)(C)C.O. (7) Given the product [Cl:1][C:2]1[CH:9]=[C:8]([Cl:10])[CH:7]=[C:6]2[C:3]=1[CH:4]=[N:12][NH:13]2, predict the reactants needed to synthesize it. The reactants are: [Cl:1][C:2]1[CH:9]=[C:8]([Cl:10])[CH:7]=[C:6](Cl)[C:3]=1[CH:4]=O.[NH2:12][NH2:13].